From a dataset of Catalyst prediction with 721,799 reactions and 888 catalyst types from USPTO. Predict which catalyst facilitates the given reaction. (1) Reactant: [N:1]1[CH:6]=[CH:5][CH:4]=[CH:3][C:2]=1[C:7]1[N:8]=[C:9]([NH:15][C:16]2[N:21]=[CH:20][CH:19]=[CH:18][N:17]=2)[S:10][C:11]=1[C:12]([OH:14])=[O:13].[CH3:22]O. Product: [N:1]1[CH:6]=[CH:5][CH:4]=[CH:3][C:2]=1[C:7]1[N:8]=[C:9]([NH:15][C:16]2[N:17]=[CH:18][CH:19]=[CH:20][N:21]=2)[S:10][C:11]=1[C:12]([O:14][CH3:22])=[O:13]. The catalyst class is: 65. (2) Reactant: C([Li])CCC.C([Mg]Br)CCC.[CH:12]1([N:15]([CH2:23][C:24]2[CH:29]=[CH:28][C:27](Br)=[C:26]([Br:31])[CH:25]=2)[C:16](=[O:22])[O:17][C:18]([CH3:21])([CH3:20])[CH3:19])[CH2:14][CH2:13]1.CN([CH:35]=[O:36])C. Product: [Br:31][C:26]1[CH:25]=[C:24]([CH:29]=[C:28]([CH:35]=[O:36])[CH:27]=1)[CH2:23][N:15]([CH:12]1[CH2:14][CH2:13]1)[C:16](=[O:22])[O:17][C:18]([CH3:21])([CH3:20])[CH3:19]. The catalyst class is: 11. (3) Reactant: [Br:1][C:2]1[CH:7]=[C:6]([F:8])[CH:5]=[CH:4][C:3]=1[N:9]1[C:14]([CH3:15])=[CH:13][CH:12]=[C:11]([C:16]#N)[C:10]1=[O:18].BrC1C=C(F)C=CC=1N1C=CC(C)=C(C#N)C1=[O:36].S(=O)(=O)(O)O.[OH-:42].[Na+]. Product: [Br:1][C:2]1[CH:7]=[C:6]([F:8])[CH:5]=[CH:4][C:3]=1[N:9]1[C:14]([CH3:15])=[CH:13][CH:12]=[C:11]([C:16]([OH:36])=[O:42])[C:10]1=[O:18]. The catalyst class is: 6. (4) Reactant: [NH2:1][C:2]1[CH:3]=[CH:4][CH:5]=[C:6]2[C:10]=1[NH:9][CH:8]=[CH:7]2.C(Cl)Cl.[OH-].[Na+].Cl[C:17]([O:19][CH2:20][C:21]1[CH:26]=[CH:25][CH:24]=[CH:23][CH:22]=1)=[O:18]. Product: [CH2:20]([O:19][C:17](=[O:18])[NH:1][C:2]1[CH:3]=[CH:4][CH:5]=[C:6]2[C:10]=1[NH:9][CH:8]=[CH:7]2)[C:21]1[CH:26]=[CH:25][CH:24]=[CH:23][CH:22]=1. The catalyst class is: 194.